This data is from Forward reaction prediction with 1.9M reactions from USPTO patents (1976-2016). The task is: Predict the product of the given reaction. (1) Given the reactants [F:1][C:2]1[C:35]([F:36])=[CH:34][CH:33]=[CH:32][C:3]=1[CH2:4][S:5][C:6]1[N:11]=[C:10]([NH:12][S:13]([N:16]2[CH2:21][CH2:20][O:19][CH2:18][CH2:17]2)(=[O:15])=[O:14])[CH:9]=[C:8]([O:22][C@@H:23]([C@@H:25]2[CH2:29][O:28]C(C)(C)[O:26]2)[CH3:24])[N:7]=1.C(O)(C(F)(F)F)=O, predict the reaction product. The product is: [F:1][C:2]1[C:35]([F:36])=[CH:34][CH:33]=[CH:32][C:3]=1[CH2:4][S:5][C:6]1[N:11]=[C:10]([NH:12][S:13]([N:16]2[CH2:21][CH2:20][O:19][CH2:18][CH2:17]2)(=[O:15])=[O:14])[CH:9]=[C:8]([O:22][C@H:23]([CH3:24])[C@@H:25]([OH:26])[CH2:29][OH:28])[N:7]=1. (2) Given the reactants [CH3:1][N:2]([CH3:14])[C:3]1[CH:8]=[CH:7][C:6]([C:9](=O)[CH2:10][C:11]#[N:12])=[CH:5][CH:4]=1.[NH2:15][NH2:16], predict the reaction product. The product is: [CH3:14][N:2]([CH3:1])[C:3]1[CH:8]=[CH:7][C:6]([C:9]2[CH:10]=[C:11]([NH2:12])[NH:15][N:16]=2)=[CH:5][CH:4]=1. (3) Given the reactants [C:1]1([C:7]2[O:11][C:10]([C:12]([N:14]3[CH2:17][CH:16]([O:18][C:19]4[CH:26]=[CH:25][C:22]([CH:23]=O)=[CH:21][CH:20]=4)[CH2:15]3)=[O:13])=[N:9][N:8]=2)[CH:6]=[CH:5][CH:4]=[CH:3][CH:2]=1.Cl.[CH2:28]1[C:31]2([CH2:35][CH2:34][O:33][CH2:32]2)[CH2:30][NH:29]1.C(N(CC)CC)C.[Na].C([O-])(O)=O.[Na+], predict the reaction product. The product is: [CH2:28]1[C:31]2([CH2:35][CH2:34][O:33][CH2:32]2)[CH2:30][N:29]1[CH2:23][C:22]1[CH:21]=[CH:20][C:19]([O:18][CH:16]2[CH2:15][N:14]([C:12]([C:10]3[O:11][C:7]([C:1]4[CH:6]=[CH:5][CH:4]=[CH:3][CH:2]=4)=[N:8][N:9]=3)=[O:13])[CH2:17]2)=[CH:26][CH:25]=1. (4) Given the reactants [Cl:1][C:2]1[CH:10]=[CH:9][C:8]([I:11])=[CH:7][C:3]=1[C:4](O)=[O:5].C(Cl)(=O)C([Cl:15])=O, predict the reaction product. The product is: [Cl:1][C:2]1[CH:10]=[CH:9][C:8]([I:11])=[CH:7][C:3]=1[C:4]([Cl:15])=[O:5]. (5) Given the reactants [NH2:1][C@H:2]([C:4]1[N:9]([C:10]2[CH:15]=[CH:14][CH:13]=[CH:12][CH:11]=2)[C:8](=[O:16])[C:7]2=[C:17]([CH3:20])[CH:18]=[CH:19][N:6]2[N:5]=1)[CH3:3].[NH2:21][C:22]1[C:27]([C:28]([O:30][C:31]2[CH:36]=[C:35]([NH:37][S:38]([CH3:41])(=[O:40])=[O:39])[CH:34]=[C:33]([OH:42])[CH:32]=2)=[O:29])=[C:26](Cl)[N:25]=[CH:24][N:23]=1.CCN(C(C)C)C(C)C.[F-].[Cs+], predict the reaction product. The product is: [NH2:21][C:22]1[C:27]([C:28]([O:30][C:31]2[CH:36]=[C:35]([NH:37][S:38]([CH3:41])(=[O:40])=[O:39])[CH:34]=[C:33]([OH:42])[CH:32]=2)=[O:29])=[C:26]([NH:1][C@H:2]([C:4]2[N:9]([C:10]3[CH:15]=[CH:14][CH:13]=[CH:12][CH:11]=3)[C:8](=[O:16])[C:7]3=[C:17]([CH3:20])[CH:18]=[CH:19][N:6]3[N:5]=2)[CH3:3])[N:25]=[CH:24][N:23]=1. (6) Given the reactants [O:1]1[CH2:6][CH2:5][CH2:4][O:3][CH:2]1[C:7]1[CH:12]=[CH:11][C:10]([C:13]2[S:14][C:15]3[C:20]([N:21]=2)=[CH:19][CH:18]=[C:17]([CH2:22][C:23]2[CH:28]=[CH:27][CH:26]=[CH:25][CH:24]=2)[N:16]=3)=[C:9]([F:29])[CH:8]=1.C[Si]([N-][Si](C)(C)C)(C)C.[Li+].O1C[CH2:43][CH2:42][CH2:41]1.C(I)C=C.[NH4+].[Cl-], predict the reaction product. The product is: [O:3]1[CH2:4][CH2:5][CH2:6][O:1][CH:2]1[C:7]1[CH:12]=[CH:11][C:10]([C:13]2[S:14][C:15]3[C:20]([N:21]=2)=[CH:19][CH:18]=[C:17]([CH:22]([C:23]2[CH:24]=[CH:25][CH:26]=[CH:27][CH:28]=2)[CH2:43][CH:42]=[CH2:41])[N:16]=3)=[C:9]([F:29])[CH:8]=1. (7) Given the reactants [N:1]1[CH:6]=[CH:5][CH:4]=[C:3]([C:7]2[CH:8]=[C:9]3[C:19]4[C:14](=[N:15][CH:16]=[CH:17][CH:18]=4)[NH:13][C:10]3=[CH:11][N:12]=2)[CH:2]=1.[I:20]N1C(=O)CCC1=O, predict the reaction product. The product is: [I:20][C:17]1[CH:18]=[C:19]2[C:9]3[C:10](=[CH:11][N:12]=[C:7]([C:3]4[CH:2]=[N:1][CH:6]=[CH:5][CH:4]=4)[CH:8]=3)[NH:13][C:14]2=[N:15][CH:16]=1.